Dataset: Reaction yield outcomes from USPTO patents with 853,638 reactions. Task: Predict the reaction yield, written as a fraction of the theoretical maximum amount of product (1.0 means a 100% yield; for example, 0.34 means a 34% yield). (1) The reactants are [OH:1][CH:2]1[CH:7]([OH:8])[CH:6]([OH:9])[CH2:5][C:4](=O)[CH2:3]1.C(N(C(C)C)CC)(C)C.C(OC(=O)C)(=O)C. The catalyst is C(Cl)Cl.CN(C)C1C=CN=CC=1. The product is [OH:9][C:6]1[CH2:5][CH2:4][CH2:3][C:2](=[O:1])[C:7]=1[OH:8]. The yield is 1.00. (2) The reactants are [CH3:1][N:2]1[C:10]2[C:5](=[CH:6][CH:7]=[CH:8][CH:9]=2)[CH:4]=[C:3]1[CH2:11][OH:12].[Cr](Cl)([O-])(=O)=O.[NH+]1C=CC=CC=1. The catalyst is C(Cl)Cl. The product is [CH3:1][N:2]1[C:10]2[C:5](=[CH:6][CH:7]=[CH:8][CH:9]=2)[CH:4]=[C:3]1[CH:11]=[O:12]. The yield is 0.250.